Dataset: Peptide-MHC class I binding affinity with 185,985 pairs from IEDB/IMGT. Task: Regression. Given a peptide amino acid sequence and an MHC pseudo amino acid sequence, predict their binding affinity value. This is MHC class I binding data. (1) The peptide sequence is WTDLFDNKV. The MHC is HLA-A01:01 with pseudo-sequence HLA-A01:01. The binding affinity (normalized) is 0.936. (2) The peptide sequence is MHYKLDEVL. The MHC is HLA-B27:05 with pseudo-sequence HLA-B27:05. The binding affinity (normalized) is 0.0847. (3) The binding affinity (normalized) is 0.936. The MHC is HLA-C03:03 with pseudo-sequence HLA-C03:03. The peptide sequence is VAAHNAEAM. (4) The peptide sequence is KRMMVRHCL. The MHC is HLA-A69:01 with pseudo-sequence HLA-A69:01. The binding affinity (normalized) is 0.0847. (5) The MHC is HLA-A33:01 with pseudo-sequence HLA-A33:01. The peptide sequence is KRWIILGLNK. The binding affinity (normalized) is 0.